Dataset: Reaction yield outcomes from USPTO patents with 853,638 reactions. Task: Predict the reaction yield, written as a fraction of the theoretical maximum amount of product (1.0 means a 100% yield; for example, 0.34 means a 34% yield). (1) The reactants are [Cl:1][C:2]1[N:7]=[CH:6][C:5]([CH2:8][C:9](C)([C:13](O)=O)[C:10]([OH:12])=[O:11])=[CH:4][CH:3]=1.C(=O)=O. No catalyst specified. The product is [Cl:1][C:2]1[N:7]=[CH:6][C:5]([CH2:8][CH:9]([CH3:13])[C:10]([OH:12])=[O:11])=[CH:4][CH:3]=1. The yield is 0.950. (2) The yield is 0.820. The catalyst is ClCCl. The reactants are Cl.Cl.[O:3]1[C:7]2[CH:8]=[CH:9][C:10]([C:12]3([CH2:18][CH2:19][N:20]4[CH:25]5[CH2:26][CH2:27][CH:21]4[CH2:22][CH:23]([N:28]4[C:32]6[CH:33]=[CH:34][CH:35]=[CH:36][C:31]=6[N:30]=[C:29]4[CH3:37])[CH2:24]5)[CH2:17][CH2:16][NH:15][CH2:14][CH2:13]3)=[CH:11][C:6]=2[O:5][CH2:4]1.C(N(CC)CC)C.[CH3:45][C:46]([CH3:51])([CH3:50])[C:47](Cl)=[O:48]. The product is [O:3]1[C:7]2[CH:8]=[CH:9][C:10]([C:12]3([CH2:18][CH2:19][N:20]4[C@H:25]5[CH2:26][CH2:27][C@@H:21]4[CH2:22][CH:23]([N:28]4[C:32]6[CH:33]=[CH:34][CH:35]=[CH:36][C:31]=6[N:30]=[C:29]4[CH3:37])[CH2:24]5)[CH2:13][CH2:14][N:15]([C:47](=[O:48])[C:46]([CH3:51])([CH3:50])[CH3:45])[CH2:16][CH2:17]3)=[CH:11][C:6]=2[O:5][CH2:4]1. (3) The reactants are [Br:1][C:2]1[N:3]=[C:4]([Br:16])[C:5]2[N:6]([CH:8]=[C:9]([C:11](OCC)=[O:12])[N:10]=2)[CH:7]=1.CC(C[AlH]CC(C)C)C.Cl. The catalyst is C1(C)C=CC=CC=1. The product is [Br:1][C:2]1[N:3]=[C:4]([Br:16])[C:5]2[N:6]([CH:8]=[C:9]([CH2:11][OH:12])[N:10]=2)[CH:7]=1. The yield is 0.452. (4) The reactants are [CH2:1]([O:3][C:4]1[CH:5]=[CH:6][C:7]([O:10][C:11]2[CH:16]=[CH:15][CH:14]=[C:13]([CH:17]=[C:18]3[CH2:23][CH2:22][NH:21][CH2:20][CH2:19]3)[CH:12]=2)=[N:8][CH:9]=1)[CH3:2].[N:24]1[CH:29]=[CH:28][CH:27]=[C:26]([NH:30][C:31](=O)[O:32]C2C=CC=CC=2)[N:25]=1.C(N(CC)CC)C. The catalyst is CS(C)=O.O. The product is [CH2:1]([O:3][C:4]1[CH:5]=[CH:6][C:7]([O:10][C:11]2[CH:12]=[C:13]([CH:14]=[CH:15][CH:16]=2)[CH:17]=[C:18]2[CH2:23][CH2:22][N:21]([C:31]([NH:30][C:26]3[N:25]=[N:24][CH:29]=[CH:28][CH:27]=3)=[O:32])[CH2:20][CH2:19]2)=[N:8][CH:9]=1)[CH3:2]. The yield is 0.730. (5) The catalyst is CS(C)=O. The yield is 0.720. The reactants are F[C:2]1[CH:12]=[CH:11][C:5]([C:6]([O:8][CH2:9][CH3:10])=[O:7])=[CH:4][C:3]=1[C:13]1[C:14]2[CH:23]=[CH:22][N:21](S(C3C=CC(C)=CC=3)(=O)=O)[C:15]=2[C:16](=[O:20])[N:17]([CH3:19])[CH:18]=1.[C:34]1([OH:40])[CH:39]=[CH:38][CH:37]=[CH:36][CH:35]=1.C(=O)([O-])[O-].[Cs+].[Cs+]. The product is [CH3:19][N:17]1[CH:18]=[C:13]([C:3]2[CH:4]=[C:5]([CH:11]=[CH:12][C:2]=2[O:40][C:34]2[CH:39]=[CH:38][CH:37]=[CH:36][CH:35]=2)[C:6]([O:8][CH2:9][CH3:10])=[O:7])[C:14]2[CH:23]=[CH:22][NH:21][C:15]=2[C:16]1=[O:20]. (6) The reactants are Br[C:2]1[C:7](=[O:8])[N:6]([CH2:9][C:10]2[CH:15]=[CH:14][C:13]([C:16]3[C:17]([C:22]#[N:23])=[CH:18][CH:19]=[CH:20][CH:21]=3)=[CH:12][CH:11]=2)[C:5]([CH2:24][CH2:25][CH3:26])=[N:4][C:3]=1[CH2:27][CH3:28].[CH3:29][C:30]1[CH:35]=[C:34]([CH3:36])[N:33]=[CH:32][C:31]=1[OH:37].[OH-].[K+].CS(C)=O. The catalyst is C(OCC)(=O)C. The product is [CH3:29][C:30]1[CH:35]=[C:34]([CH3:36])[N:33]=[CH:32][C:31]=1[O:37][C:2]1[C:7](=[O:8])[N:6]([CH2:9][C:10]2[CH:15]=[CH:14][C:13]([C:16]3[C:17]([C:22]#[N:23])=[CH:18][CH:19]=[CH:20][CH:21]=3)=[CH:12][CH:11]=2)[C:5]([CH2:24][CH2:25][CH3:26])=[N:4][C:3]=1[CH2:27][CH3:28]. The yield is 0.800. (7) The reactants are [CH:1]1([C:4]2[CH:28]=[CH:27][C:7](/[CH:8]=[C:9]3\[N:10]=[C:11]([C:15]4[CH:20]=[CH:19][C:18]([O:21][CH2:22][CH2:23][CH:24]5[CH2:26][CH2:25]5)=[CH:17][CH:16]=4)[O:12][C:13]\3=[O:14])=[CH:6][CH:5]=2)[CH2:3][CH2:2]1.[NH2:29][CH2:30][CH2:31][OH:32]. The catalyst is C(O)C. The product is [CH:24]1([CH2:23][CH2:22][O:21][C:18]2[CH:19]=[CH:20][C:15]([C:11]([NH:10]/[C:9](/[C:13]([NH:29][CH2:30][CH2:31][OH:32])=[O:14])=[CH:8]\[C:7]3[CH:27]=[CH:28][C:4]([CH:1]4[CH2:2][CH2:3]4)=[CH:5][CH:6]=3)=[O:12])=[CH:16][CH:17]=2)[CH2:26][CH2:25]1. The yield is 0.860.